Dataset: Forward reaction prediction with 1.9M reactions from USPTO patents (1976-2016). Task: Predict the product of the given reaction. (1) Given the reactants [NH2:1][C@H:2]([CH2:22][C:23]1[CH:28]=[CH:27][C:26]([Cl:29])=[CH:25][CH:24]=1)[C:3]([N:5]1[CH2:10][CH2:9][CH:8]([C:11]2[CH:16]=[CH:15][CH:14]=[CH:13][C:12]=2[NH:17][S:18]([CH3:21])(=[O:20])=[O:19])[CH2:7][CH2:6]1)=[O:4].CCN(C(C)C)C(C)C.[C:39]([N:46]1[CH2:49][CH:48]([C:50](O)=[O:51])[CH2:47]1)([O:41][C:42]([CH3:45])([CH3:44])[CH3:43])=[O:40].C1C=NC2N(O)N=NC=2C=1.C(Cl)CCl, predict the reaction product. The product is: [Cl:29][C:26]1[CH:25]=[CH:24][C:23]([CH2:22][C@@H:2]([NH:1][C:50]([CH:48]2[CH2:49][N:46]([C:39]([O:41][C:42]([CH3:45])([CH3:44])[CH3:43])=[O:40])[CH2:47]2)=[O:51])[C:3]([N:5]2[CH2:10][CH2:9][CH:8]([C:11]3[CH:16]=[CH:15][CH:14]=[CH:13][C:12]=3[NH:17][S:18]([CH3:21])(=[O:19])=[O:20])[CH2:7][CH2:6]2)=[O:4])=[CH:28][CH:27]=1. (2) Given the reactants [OH-].[Na+].[F:3][C:4]1[CH:5]=[C:6](/[CH:30]=[CH:31]/[C:32]([O:34]C)=[O:33])[CH:7]=[CH:8][C:9]=1[CH:10]1[C:15]2[NH:16][C:17]3[C:22]([C:14]=2[CH2:13][C:12]([CH3:24])([CH3:23])[N:11]1[CH2:25][C@H:26]([CH3:29])[CH2:27][F:28])=[CH:21][CH:20]=[CH:19][CH:18]=3.C1COCC1, predict the reaction product. The product is: [F:3][C:4]1[CH:5]=[C:6](/[CH:30]=[CH:31]/[C:32]([OH:34])=[O:33])[CH:7]=[CH:8][C:9]=1[CH:10]1[C:15]2[NH:16][C:17]3[C:22]([C:14]=2[CH2:13][C:12]([CH3:24])([CH3:23])[N:11]1[CH2:25][C@H:26]([CH3:29])[CH2:27][F:28])=[CH:21][CH:20]=[CH:19][CH:18]=3. (3) Given the reactants CC([N:5]([CH2:9][CH:10]([CH2:26][C:27]1[CH:32]=[CH:31][CH:30]=[CH:29][CH:28]=1)[C:11]([NH:13][C:14]1[CH:19]=[CH:18][CH:17]=[C:16]([C:20]2[N:24]([CH3:25])[N:23]=[CH:22][CH:21]=2)[CH:15]=1)=[O:12])C(=O)[O-])(C)C.[C:33]([OH:39])([C:35]([F:38])([F:37])[F:36])=[O:34], predict the reaction product. The product is: [C:33]([OH:39])([C:35]([F:38])([F:37])[F:36])=[O:34].[NH2:5][CH2:9][CH:10]([CH2:26][C:27]1[CH:28]=[CH:29][CH:30]=[CH:31][CH:32]=1)[C:11]([NH:13][C:14]1[CH:19]=[CH:18][CH:17]=[C:16]([C:20]2[N:24]([CH3:25])[N:23]=[CH:22][CH:21]=2)[CH:15]=1)=[O:12]. (4) Given the reactants [CH3:1][C:2]1[CH:3]=[C:4]([NH:9][C:10]2[N:11]=[C:12](S(CC)=O)[NH:13][C:14](=[O:19])[C:15]=2[C:16]([NH2:18])=[O:17])[CH:5]=[C:6]([CH3:8])[CH:7]=1.Cl.[NH2:25][CH2:26][C:27]([NH2:29])=[O:28], predict the reaction product. The product is: [NH2:29][C:27](=[O:28])[CH2:26][NH:25][C:12]1[NH:13][C:14](=[O:19])[C:15]([C:16]([NH2:18])=[O:17])=[C:10]([NH:9][C:4]2[CH:5]=[C:6]([CH3:8])[CH:7]=[C:2]([CH3:1])[CH:3]=2)[N:11]=1. (5) The product is: [CH2:2]([O:3][C:4]([C@@H:6]1[CH2:10][C@:9]2([CH2:11][OH:12])[C@@H:8]([CH2:20]2)[N:7]1[C:13]([O:15][C:16]([CH3:18])([CH3:17])[CH3:19])=[O:14])=[O:5])[CH3:1]. Given the reactants [CH3:1][CH2:2][O:3][C:4]([C@@H:6]1[CH2:10][C:9]([CH2:11][OH:12])=[CH:8][N:7]1[C:13]([O:15][C:16]([CH3:19])([CH3:18])[CH3:17])=[O:14])=[O:5].[CH2:20]([Zn]CC)C.ICI.[NH4+].[Cl-], predict the reaction product.